Task: Predict the reactants needed to synthesize the given product.. Dataset: Full USPTO retrosynthesis dataset with 1.9M reactions from patents (1976-2016) (1) Given the product [CH2:42]([O:41][C:15]1[CH:14]=[C:13]([OH:12])[CH:40]=[CH:39][C:16]=1[C:17]([NH:19][C:20]1[CH:32]=[C:31]([C:33]2[CH:38]=[CH:37][CH:36]=[CH:35][CH:34]=2)[CH:30]=[CH:29][C:21]=1[C:22]([O:24][C:25]([CH3:28])([CH3:27])[CH3:26])=[O:23])=[O:18])[C:43]1[CH:48]=[CH:47][CH:46]=[CH:45][CH:44]=1, predict the reactants needed to synthesize it. The reactants are: [OH-].[Na+].O1CCOCC1.C([O:12][C:13]1[CH:40]=[CH:39][C:16]([C:17]([NH:19][C:20]2[CH:32]=[C:31]([C:33]3[CH:38]=[CH:37][CH:36]=[CH:35][CH:34]=3)[CH:30]=[CH:29][C:21]=2[C:22]([O:24][C:25]([CH3:28])([CH3:27])[CH3:26])=[O:23])=[O:18])=[C:15]([O:41][CH2:42][C:43]2[CH:48]=[CH:47][CH:46]=[CH:45][CH:44]=2)[CH:14]=1)(=O)C.C(O)(=O)CC(CC(O)=O)(C(O)=O)O. (2) Given the product [CH3:26][N:27]([CH3:38])[CH2:28][CH2:29][O:30][C:31]1[N:36]=[CH:35][C:34]([NH:37][C:2]2[C:11]3=[N:12][NH:13][CH:14]=[C:10]3[C:9]3[CH:8]=[C:7]([O:24][CH3:25])[CH:6]=[CH:5][C:4]=3[N:3]=2)=[CH:33][CH:32]=1, predict the reactants needed to synthesize it. The reactants are: Cl[C:2]1[C:11]2=[N:12][N:13](CC3C=CC(OC)=CC=3)[CH:14]=[C:10]2[C:9]2[CH:8]=[C:7]([O:24][CH3:25])[CH:6]=[CH:5][C:4]=2[N:3]=1.[CH3:26][N:27]([CH3:38])[CH2:28][CH2:29][O:30][C:31]1[N:36]=[CH:35][C:34]([NH2:37])=[CH:33][CH:32]=1.Cl. (3) Given the product [F:1][C:2]1[CH:3]=[CH:4][C:5]([NH:6][C:21]([CH:15]([CH2:12][CH2:13][CH3:14])[C:16]([O:18][CH2:19][CH3:20])=[O:17])=[O:22])=[CH:7][C:8]=1[N+:9]([O-:11])=[O:10], predict the reactants needed to synthesize it. The reactants are: [F:1][C:2]1[C:8]([N+:9]([O-:11])=[O:10])=[CH:7][C:5]([NH2:6])=[CH:4][CH:3]=1.[CH2:12]([CH:15]([C:21](OCC)=[O:22])[C:16]([O:18][CH2:19][CH3:20])=[O:17])[CH2:13][CH3:14]. (4) Given the product [NH2:1][C:2]1[N:7]=[CH:6][N:5]=[C:4]2[N:8]([CH:19]([C:21]3[O:22][C:23]4[C:28]([C:29](=[O:37])[C:30]=3[C:31]3[CH:32]=[CH:33][CH:34]=[CH:35][CH:36]=3)=[CH:27][CH:26]=[CH:25][CH:24]=4)[CH3:20])[N:9]=[C:10]([C:11]3[CH:16]=[CH:15][CH:14]=[C:13]([OH:17])[CH:12]=3)[C:3]=12, predict the reactants needed to synthesize it. The reactants are: [NH2:1][C:2]1[N:7]=[CH:6][N:5]=[C:4]2[N:8]([CH:19]([C:21]3[O:22][C:23]4[C:28]([C:29](=[O:37])[C:30]=3[C:31]3[CH:36]=[CH:35][CH:34]=[CH:33][CH:32]=3)=[CH:27][CH:26]=[CH:25][CH:24]=4)[CH3:20])[N:9]=[C:10]([C:11]3[CH:16]=[CH:15][CH:14]=[C:13]([O:17]C)[CH:12]=3)[C:3]=12. (5) Given the product [C:41]([CH2:40][CH2:39][CH2:38][N:37]1[C:33]([CH2:32][C@H:12]2[O:13][C@H:14]([C:22]3[CH:27]=[CH:26][CH:25]=[C:24]([O:28][CH3:29])[C:23]=3[O:30][CH3:31])[C:15]3[CH:20]=[C:19]([Cl:21])[CH:18]=[CH:17][C:16]=3[N:10]([CH2:9][C:8]([CH3:53])([CH3:52])[CH2:7][OH:6])[C:11]2=[O:51])=[C:34]([C:46]([OH:48])=[O:47])[CH:35]=[N:36]1)([OH:43])=[O:42], predict the reactants needed to synthesize it. The reactants are: [OH-].[Na+].C([O:6][CH2:7][C:8]([CH3:53])([CH3:52])[CH2:9][N:10]1[C:16]2[CH:17]=[CH:18][C:19]([Cl:21])=[CH:20][C:15]=2[C@@H:14]([C:22]2[CH:27]=[CH:26][CH:25]=[C:24]([O:28][CH3:29])[C:23]=2[O:30][CH3:31])[O:13][C@H:12]([CH2:32][C:33]2[N:37]([CH2:38][CH2:39][CH2:40][C:41]([O:43]CC)=[O:42])[N:36]=[CH:35][C:34]=2[C:46]([O:48]CC)=[O:47])[C:11]1=[O:51])(=O)C.Cl.